Dataset: Reaction yield outcomes from USPTO patents with 853,638 reactions. Task: Predict the reaction yield, written as a fraction of the theoretical maximum amount of product (1.0 means a 100% yield; for example, 0.34 means a 34% yield). (1) The reactants are [C:1](=[O:6])(OC)OC.C[O-].[Na+].[NH2:10][C:11]1[C:16]([CH2:17][NH:18][CH3:19])=[CH:15][C:14]([Br:20])=[CH:13][N:12]=1. The catalyst is CO.O. The product is [Br:20][C:14]1[CH:13]=[N:12][C:11]2[NH:10][C:1](=[O:6])[N:18]([CH3:19])[CH2:17][C:16]=2[CH:15]=1. The yield is 0.670. (2) The reactants are [Cl:1][C:2]1[CH:3]=[CH:4][C:5]([S:9][CH3:10])=[C:6]([NH2:8])[CH:7]=1.[CH3:11][C:12]1[O:16][C:15]([S:17](Cl)(=[O:19])=[O:18])=[CH:14][CH:13]=1. No catalyst specified. The product is [Cl:1][C:2]1[CH:3]=[CH:4][C:5]([S:9][CH3:10])=[C:6]([NH:8][S:17]([C:15]2[O:16][C:12]([CH3:11])=[CH:13][CH:14]=2)(=[O:19])=[O:18])[CH:7]=1. The yield is 0.480. (3) The reactants are C(NC(C)C)(C)C.C([Li])CCC.CCCCCC.[Br:19][C:20]1[CH:21]=[C:22]2[C:27](=[CH:28][CH:29]=1)[N:26]=[C:25]([CH3:30])[CH:24]=[CH:23]2.Cl[C:32]([O:34][CH2:35][CH3:36])=[O:33]. The catalyst is C(OCC)C. The product is [Br:19][C:20]1[CH:21]=[C:22]2[C:27](=[CH:28][CH:29]=1)[N:26]=[C:25]([CH2:30][C:32]([O:34][CH2:35][CH3:36])=[O:33])[CH:24]=[CH:23]2. The yield is 0.880. (4) The reactants are [N+:1]([C:4]1[CH:5]=[CH:6][C:7]2[N:12]([CH2:13][CH2:14][N:15]3[CH2:19][CH2:18][CH2:17][CH2:16]3)[CH2:11][CH2:10][O:9][C:8]=2[CH:20]=1)([O-])=O.I.[S:22]1[CH:26]=[CH:25][CH:24]=[C:23]1[C:27](SC)=[NH:28]. The catalyst is CCO.C([O-])(O)=O.[Na+].[Pd]. The product is [N:15]1([CH2:14][CH2:13][N:12]2[CH2:11][CH2:10][O:9][C:8]3[CH:20]=[C:4]([NH:1][C:27]([C:23]4[S:22][CH:26]=[CH:25][CH:24]=4)=[NH:28])[CH:5]=[CH:6][C:7]2=3)[CH2:19][CH2:18][CH2:17][CH2:16]1. The yield is 0.360. (5) The reactants are [CH2:1]([NH:3][CH:4]1[CH2:9][CH2:8][CH2:7][CH:6]([C:10]2[C:18]3[C:13](=[CH:14][CH:15]=[C:16]([N+:19]([O-:21])=[O:20])[CH:17]=3)[NH:12][CH:11]=2)[CH2:5]1)[CH3:2].[CH3:22][C:23]([O:26][C:27](O[C:27]([O:26][C:23]([CH3:25])([CH3:24])[CH3:22])=[O:28])=[O:28])([CH3:25])[CH3:24].C(N(CC)CC)C. The catalyst is O1CCOCC1. The product is [CH2:1]([N:3]([CH:4]1[CH2:9][CH2:8][CH2:7][CH:6]([C:10]2[C:18]3[C:13](=[CH:14][CH:15]=[C:16]([N+:19]([O-:21])=[O:20])[CH:17]=3)[NH:12][CH:11]=2)[CH2:5]1)[C:27](=[O:28])[O:26][C:23]([CH3:25])([CH3:24])[CH3:22])[CH3:2]. The yield is 0.780. (6) The reactants are [Br:1][C:2]1[CH:3]=[CH:4][C:5]([S:8](Cl)(=[O:10])=[O:9])=[N:6][CH:7]=1.[NH2:12][CH2:13][CH2:14][NH:15][C:16](=[O:18])[CH3:17].CCN(CC)CC. The catalyst is C(Cl)Cl. The product is [Br:1][C:2]1[CH:3]=[CH:4][C:5]([S:8]([NH:12][CH2:13][CH2:14][NH:15][C:16](=[O:18])[CH3:17])(=[O:10])=[O:9])=[N:6][CH:7]=1. The yield is 0.920.